From a dataset of Forward reaction prediction with 1.9M reactions from USPTO patents (1976-2016). Predict the product of the given reaction. (1) Given the reactants [CH2:1]([NH:3][C:4](=[O:21])[N:5]([CH2:18][CH2:19][OH:20])[CH2:6][C:7]1[CH:12]=[C:11]([N+:13]([O-])=O)[CH:10]=[CH:9][C:8]=1[O:16][CH3:17])[CH3:2].C(O)C, predict the reaction product. The product is: [NH2:13][C:11]1[CH:10]=[CH:9][C:8]([O:16][CH3:17])=[C:7]([CH:12]=1)[CH2:6][N:5]([CH2:18][CH2:19][OH:20])[C:4]([NH:3][CH2:1][CH3:2])=[O:21]. (2) Given the reactants Br[C:2]1[S:6][CH:5]=[N:4][CH:3]=1.[CH3:7][O:8][C:9]1[CH:10]=[C:11]([NH:24][C:25](=[O:39])[C@H:26]([NH:31][C:32](=[O:38])[O:33][C:34]([CH3:37])([CH3:36])[CH3:35])[CH2:27][CH:28]([CH3:30])[CH3:29])[CH:12]=[CH:13][C:14]=1B1OC(C)(C)C(C)(C)O1.P([O-])([O-])([O-])=O.[K+].[K+].[K+].C([O-])(O)=O.[Na+], predict the reaction product. The product is: [CH3:7][O:8][C:9]1[CH:10]=[C:11]([NH:24][C:25](=[O:39])[C@H:26]([NH:31][C:32](=[O:38])[O:33][C:34]([CH3:37])([CH3:36])[CH3:35])[CH2:27][CH:28]([CH3:30])[CH3:29])[CH:12]=[CH:13][C:14]=1[C:2]1[S:6][CH:5]=[N:4][CH:3]=1. (3) Given the reactants Cl.[NH2:2][CH2:3][C:4]1[CH:19]=[CH:18][C:7]([C:8]([NH:10][CH2:11][CH2:12][C:13]([O:15][CH2:16][CH3:17])=[O:14])=[O:9])=[CH:6][CH:5]=1.[F:20][C:21]([F:33])([F:32])[O:22][C:23]1[CH:28]=[CH:27][C:26]([N:29]=[C:30]=[O:31])=[CH:25][CH:24]=1, predict the reaction product. The product is: [CH2:16]([O:15][C:13](=[O:14])[CH2:12][CH2:11][NH:10][C:8](=[O:9])[C:7]1[CH:6]=[CH:5][C:4]([CH2:3][NH:2][C:30]([NH:29][C:26]2[CH:27]=[CH:28][C:23]([O:22][C:21]([F:20])([F:32])[F:33])=[CH:24][CH:25]=2)=[O:31])=[CH:19][CH:18]=1)[CH3:17]. (4) The product is: [Br:16][CH:8]([C:9]1[CH:10]=[CH:11][N:12]=[CH:13][CH:14]=1)[C:7]([C:1]1[CH:6]=[CH:5][CH:4]=[CH:3][CH:2]=1)=[O:15]. Given the reactants [C:1]1([C:7](=[O:15])[CH2:8][C:9]2[CH:14]=[CH:13][N:12]=[CH:11][CH:10]=2)[CH:6]=[CH:5][CH:4]=[CH:3][CH:2]=1.[BrH:16].BrBr, predict the reaction product. (5) The product is: [CH:27]1([NH:26][C:24](=[O:25])[C:23]2[CH:30]=[CH:31][C:32]([F:33])=[C:21]([NH:20][C:2]3[CH:3]=[C:4]4[C:8](=[CH:9][CH:10]=3)[C:7](=[O:11])[C:6]([CH3:13])([CH3:12])[CH2:5]4)[CH:22]=2)[CH2:28][CH2:29]1. Given the reactants Br[C:2]1[CH:3]=[C:4]2[C:8](=[CH:9][CH:10]=1)[C:7](=[O:11])[C:6]([CH3:13])([CH3:12])[CH2:5]2.C(=O)([O-])[O-].[Cs+].[Cs+].[NH2:20][C:21]1[CH:22]=[C:23]([CH:30]=[CH:31][C:32]=1[F:33])[C:24]([NH:26][CH:27]1[CH2:29][CH2:28]1)=[O:25], predict the reaction product. (6) Given the reactants [C:1]([NH:4][C:5]1[C:10]([Cl:11])=[CH:9][C:8]([CH2:12][C:13](=[N:30]C(=O)OC(C)(C)C)[NH:14][C:15](=[O:29])[CH2:16][C:17](=[N:26][O:27][CH3:28])[C:18]2[CH:23]=[CH:22][C:21]([O:24][CH3:25])=[CH:20][CH:19]=2)=[CH:7][C:6]=1[Cl:38])(=[O:3])[CH3:2].[C:39]([OH:45])([C:41]([F:44])([F:43])[F:42])=[O:40], predict the reaction product. The product is: [C:1]([NH:4][C:5]1[C:6]([Cl:38])=[CH:7][C:8]([CH2:12][C:13](=[N:14][C:15](=[O:29])[CH2:16][C:17](=[N:26][O:27][CH3:28])[C:18]2[CH:23]=[CH:22][C:21]([O:24][CH3:25])=[CH:20][CH:19]=2)[NH2:30])=[CH:9][C:10]=1[Cl:11])(=[O:3])[CH3:2].[C:39]([OH:45])([C:41]([F:44])([F:43])[F:42])=[O:40]. (7) Given the reactants Cl[C:2]1[N:7]=[C:6]([C:8]([F:11])([F:10])[F:9])[N:5]=[C:4]([C:12]2[CH:13]=[C:14]([S:18]([NH2:21])(=[O:20])=[O:19])[CH:15]=[CH:16][CH:17]=2)[C:3]=1[C:22]1[CH:27]=[CH:26][CH:25]=[CH:24][CH:23]=1.[CH3:28][O:29][C:30]1[N:35]=[C:34]([O:36][CH3:37])[CH:33]=[C:32]([N:38]2[CH2:43][CH2:42][NH:41][CH2:40][CH2:39]2)[N:31]=1, predict the reaction product. The product is: [CH3:28][O:29][C:30]1[N:31]=[C:32]([N:38]2[CH2:43][CH2:42][N:41]([C:2]3[N:7]=[C:6]([C:8]([F:11])([F:10])[F:9])[N:5]=[C:4]([C:12]4[CH:13]=[C:14]([S:18]([NH2:21])(=[O:20])=[O:19])[CH:15]=[CH:16][CH:17]=4)[C:3]=3[C:22]3[CH:27]=[CH:26][CH:25]=[CH:24][CH:23]=3)[CH2:40][CH2:39]2)[CH:33]=[C:34]([O:36][CH3:37])[N:35]=1. (8) The product is: [Br:1][C:2]1[CH:7]=[CH:6][C:5]([C@@H:8]([OH:9])[CH2:10][N:11]2[CH2:15][CH2:14][CH2:13][CH2:12]2)=[CH:4][CH:3]=1. Given the reactants [Br:1][C:2]1[CH:7]=[CH:6][C:5]([C@@H:8]2[CH2:10][O:9]2)=[CH:4][CH:3]=1.[NH:11]1[CH2:15][CH2:14][CH2:13][CH2:12]1.O.[O-2].[O-2].[O-2].O=[Si]=O.O=[Si]=O.O=[Si]=O.O=[Si]=O.[Al+3].[Al+3], predict the reaction product. (9) Given the reactants S(=O)(=O)(O)O.[CH3:6][C:7]1[N:12]=[C:11]([C:13]([OH:15])=[O:14])[CH:10]=[CH:9][CH:8]=1.[C:16](=O)([O-])[O-].[Na+].[Na+], predict the reaction product. The product is: [CH3:6][C:7]1[N:12]=[C:11]([C:13]([O:15][CH3:16])=[O:14])[CH:10]=[CH:9][CH:8]=1. (10) The product is: [Br:46][C:7]1[N:8]([C:12]2[CH:16]=[N:15][CH:17]=[CH:18][CH:13]=2)[C:9]2[C:5]([C:6]=1[S:26][C:27]1[C:28]([F:38])=[C:29]([CH:30]=[CH:31][CH:32]=1)[C:33]([O:35][CH2:36][CH3:37])=[O:34])=[CH:4][CH:3]=[C:2]([Cl:1])[C:10]=2[F:11]. Given the reactants [Cl:1][C:2]1[C:10]([F:11])=[C:9]2[C:5]([C:6]([S:26][C:27]3[CH:32]=[CH:31][CH:30]=[C:29]([C:33]([O:35][CH2:36][CH3:37])=[O:34])[C:28]=3[F:38])=[C:7](C3CC3)[N:8]2[C:12]2[CH:13]=N[N:15]([CH2:17][CH2:18]CC(O)=O)[CH:16]=2)=[CH:4][CH:3]=1.C1C(=O)N([Br:46])C(=O)C1, predict the reaction product.